This data is from Forward reaction prediction with 1.9M reactions from USPTO patents (1976-2016). The task is: Predict the product of the given reaction. (1) Given the reactants [F:1][C:2]1[CH:3]=[CH:4][C:5]([O:25][CH3:26])=[C:6]([C@H:8]2[CH2:12][CH2:11][CH2:10][N:9]2[C:13]2[CH:18]=[CH:17][N:16]3[N:19]=[CH:20][C:21]([C:22]([OH:24])=O)=[C:15]3[N:14]=2)[CH:7]=1.[NH2:27][CH2:28][C@H:29]([OH:32])[CH2:30][OH:31], predict the reaction product. The product is: [OH:32][C@H:29]([CH2:30][OH:31])[CH2:28][NH:27][C:22]([C:21]1[CH:20]=[N:19][N:16]2[CH:17]=[CH:18][C:13]([N:9]3[CH2:10][CH2:11][CH2:12][C@@H:8]3[C:6]3[CH:7]=[C:2]([F:1])[CH:3]=[CH:4][C:5]=3[O:25][CH3:26])=[N:14][C:15]=12)=[O:24]. (2) Given the reactants Br[C:2]1[C:7]([Cl:8])=[CH:6][C:5]([C:9]2[C:18]3[C:13](=[CH:14][C:15]([S:19]([N:22]([C:32]4[CH:36]=[CH:35][O:34][N:33]=4)CC4C=CC(OC)=CC=4)(=[O:21])=[O:20])=[CH:16][CH:17]=3)[N:12]=[CH:11][N:10]=2)=[C:4]([O:37][CH3:38])[CH:3]=1.[Cl:39][C:40]1[CH:41]=[C:42](B(O)O)[CH:43]=[CH:44][C:45]=1[F:46].C(=O)([O-])[O-].[K+].[K+].C(O)(C(F)(F)F)=O, predict the reaction product. The product is: [Cl:8][C:7]1[CH:6]=[C:5]([C:9]2[C:18]3[C:13](=[CH:14][C:15]([S:19]([NH:22][C:32]4[CH:36]=[CH:35][O:34][N:33]=4)(=[O:20])=[O:21])=[CH:16][CH:17]=3)[N:12]=[CH:11][N:10]=2)[C:4]([O:37][CH3:38])=[CH:3][C:2]=1[C:42]1[CH:43]=[CH:44][C:45]([F:46])=[C:40]([Cl:39])[CH:41]=1. (3) Given the reactants C([O:5][C:6](=[O:42])[C:7]1[CH:12]=[CH:11][C:10]([O:13][CH2:14][CH2:15][O:16]/[N:17]=[CH:18]/[C:19]2[CH:24]=[CH:23][C:22]([C:25]([CH3:28])([CH3:27])[CH3:26])=[CH:21][CH:20]=2)=[CH:9][C:8]=1[O:29][C:30](=[O:41])[C:31]1[CH:36]=[CH:35][C:34]([C:37]([F:40])([F:39])[F:38])=[CH:33][CH:32]=1)(C)(C)C.FC(F)(F)C(O)=O, predict the reaction product. The product is: [C:25]([C:22]1[CH:23]=[CH:24][C:19](/[CH:18]=[N:17]/[O:16][CH2:15][CH2:14][O:13][C:10]2[CH:11]=[CH:12][C:7]([C:6]([OH:42])=[O:5])=[C:8]([O:29][C:30](=[O:41])[C:31]3[CH:32]=[CH:33][C:34]([C:37]([F:39])([F:40])[F:38])=[CH:35][CH:36]=3)[CH:9]=2)=[CH:20][CH:21]=1)([CH3:28])([CH3:26])[CH3:27]. (4) The product is: [CH2:1]([O:8][N:9]([CH2:17][C@@H:18]([C:23]([N:25]1[CH2:30][CH2:29][N:28]([C:31]2[CH:32]=[CH:33][C:34]([C:37]3[CH:42]=[CH:41][CH:40]=[CH:39][CH:38]=3)=[CH:35][CH:36]=2)[CH2:27][CH2:26]1)=[O:24])[CH2:19][CH:20]([CH3:22])[CH3:21])[CH:10]=[O:11])[C:2]1[CH:7]=[CH:6][CH:5]=[CH:4][CH:3]=1. Given the reactants [CH2:1]([O:8][N:9]([CH2:17][C@@H:18]([C:23]([N:25]1[CH2:30][CH2:29][N:28]([C:31]2[CH:36]=[CH:35][C:34]([C:37]3[CH:42]=[CH:41][CH:40]=[CH:39][CH:38]=3)=[CH:33][CH:32]=2)[CH2:27][CH2:26]1)=[O:24])[CH2:19][CH:20]([CH3:22])[CH3:21])[C:10](=O)[O:11]C(C)(C)C)[C:2]1[CH:7]=[CH:6][CH:5]=[CH:4][CH:3]=1.C(O)=O.C(OC(=O)C)(=O)C, predict the reaction product. (5) Given the reactants [NH2:1][C:2]1[CH:17]=[CH:16][C:5]([O:6][C:7]2[CH:8]=[C:9]3[C:13](=[CH:14][CH:15]=2)[NH:12][N:11]=[CH:10]3)=[C:4]([F:18])[CH:3]=1.[NH2:19][C:20]1[N:25]=[C:24]([C:26]([O:28][CH3:29])=[O:27])[CH:23]=[C:22](Cl)[N:21]=1, predict the reaction product. The product is: [NH2:19][C:20]1[N:25]=[C:24]([C:26]([O:28][CH3:29])=[O:27])[CH:23]=[C:22]([NH:1][C:2]2[CH:17]=[CH:16][C:5]([O:6][C:7]3[CH:8]=[C:9]4[C:13](=[CH:14][CH:15]=3)[NH:12][N:11]=[CH:10]4)=[C:4]([F:18])[CH:3]=2)[N:21]=1.